From a dataset of Peptide-MHC class I binding affinity with 185,985 pairs from IEDB/IMGT. Regression. Given a peptide amino acid sequence and an MHC pseudo amino acid sequence, predict their binding affinity value. This is MHC class I binding data. (1) The peptide sequence is YTKIVTNIL. The MHC is HLA-A03:01 with pseudo-sequence HLA-A03:01. The binding affinity (normalized) is 0.213. (2) The MHC is HLA-A33:01 with pseudo-sequence HLA-A33:01. The peptide sequence is FIRRKYLIY. The binding affinity (normalized) is 0. (3) The peptide sequence is AFHHVAREL. The MHC is HLA-C14:02 with pseudo-sequence HLA-C14:02. The binding affinity (normalized) is 1.00. (4) The peptide sequence is RRRWCGLGL. The MHC is HLA-B15:42 with pseudo-sequence HLA-B15:42. The binding affinity (normalized) is 0.213. (5) The peptide sequence is ASTISWMMK. The MHC is HLA-A31:01 with pseudo-sequence HLA-A31:01. The binding affinity (normalized) is 0.306. (6) The peptide sequence is PSTVKTNLY. The MHC is HLA-A31:01 with pseudo-sequence HLA-A31:01. The binding affinity (normalized) is 0.194. (7) The peptide sequence is PVKTDIVNTT. The MHC is HLA-A02:06 with pseudo-sequence HLA-A02:06. The binding affinity (normalized) is 0.119. (8) The peptide sequence is VELGSGNSF. The binding affinity (normalized) is 0.369. The MHC is HLA-B40:01 with pseudo-sequence HLA-B40:01. (9) The peptide sequence is RRATAILRK. The MHC is HLA-A31:01 with pseudo-sequence HLA-A31:01. The binding affinity (normalized) is 0.0847. (10) The peptide sequence is CANGWIQYDK. The MHC is HLA-A33:01 with pseudo-sequence HLA-A33:01. The binding affinity (normalized) is 0.0569.